From a dataset of Forward reaction prediction with 1.9M reactions from USPTO patents (1976-2016). Predict the product of the given reaction. Given the reactants [CH2:1]([O:5][C:6]1[C:15]2[C:10](=[CH:11][CH:12]=[C:13]([C:16](O)=[O:17])[CH:14]=2)[C:9](=[O:19])[N:8]([CH2:20][CH:21]([CH3:23])[CH3:22])[C:7]=1[CH2:24][NH:25][C:26]([O:28][C:29]([CH3:32])([CH3:31])[CH3:30])=[O:27])[CH2:2][CH2:3][CH3:4].Cl.[CH3:34][NH:35][O:36][CH3:37].Cl.C(N=C=NCCCN(C)C)C.ON1C2C=CC=CC=2N=N1.C(N(CC)CC)C, predict the reaction product. The product is: [CH2:1]([O:5][C:6]1[C:15]2[C:10](=[CH:11][CH:12]=[C:13]([C:16]([N:35]([O:36][CH3:37])[CH3:34])=[O:17])[CH:14]=2)[C:9](=[O:19])[N:8]([CH2:20][CH:21]([CH3:22])[CH3:23])[C:7]=1[CH2:24][NH:25][C:26](=[O:27])[O:28][C:29]([CH3:32])([CH3:30])[CH3:31])[CH2:2][CH2:3][CH3:4].